Dataset: NCI-60 drug combinations with 297,098 pairs across 59 cell lines. Task: Regression. Given two drug SMILES strings and cell line genomic features, predict the synergy score measuring deviation from expected non-interaction effect. Drug 1: C1=CC(=C2C(=C1NCCNCCO)C(=O)C3=C(C=CC(=C3C2=O)O)O)NCCNCCO. Drug 2: C1=CC=C(C(=C1)C(C2=CC=C(C=C2)Cl)C(Cl)Cl)Cl. Cell line: SK-MEL-28. Synergy scores: CSS=44.2, Synergy_ZIP=2.26, Synergy_Bliss=5.43, Synergy_Loewe=-45.8, Synergy_HSA=5.46.